This data is from Full USPTO retrosynthesis dataset with 1.9M reactions from patents (1976-2016). The task is: Predict the reactants needed to synthesize the given product. (1) Given the product [CH3:35][N:36]([CH3:37])[C:17]([CH:4]1[CH2:5][C:6](=[O:16])[C:7]([N:8]=[N:9][C:10]2[CH:15]=[CH:14][CH:13]=[CH:12][CH:11]=2)=[C:2]([OH:1])[CH2:3]1)=[O:19], predict the reactants needed to synthesize it. The reactants are: [OH:1][C:2]1[CH2:3][CH:4]([C:17]([OH:19])=O)[CH2:5][C:6](=[O:16])[C:7]=1[N:8]=[N:9][C:10]1[CH:15]=[CH:14][CH:13]=[CH:12][CH:11]=1.F[B-](F)(F)F.N1(O[C:35](N(C)C)=[N+:36](C)[CH3:37])C2C=CC=CC=2N=N1.CNC.O1CCCC1.Cl. (2) Given the product [CH3:1][O:2][C:3]1[CH:4]=[C:5]2[C:10](=[CH:11][CH:12]=1)[CH:9]=[C:8]([C:13]1[N:14]=[C:15]([C:24]([CH3:27])([CH3:28])[CH2:25][CH2:43][S:44]([NH2:36])(=[O:46])=[O:45])[NH:16][C:17]=1[C:18]1[CH:23]=[CH:22][N:21]=[CH:20][CH:19]=1)[CH:7]=[CH:6]2, predict the reactants needed to synthesize it. The reactants are: [CH3:1][O:2][C:3]1[CH:4]=[C:5]2[C:10](=[CH:11][CH:12]=1)[CH:9]=[C:8]([C:13]1[N:14]=[C:15]([C:24]([CH3:28])([CH3:27])[CH2:25]N)[NH:16][C:17]=1[C:18]1[CH:23]=[CH:22][N:21]=[CH:20][CH:19]=1)[CH:7]=[CH:6]2.O1CCCC1.CC[N:36](C(C)C)C(C)C.[CH3:43][S:44](Cl)(=[O:46])=[O:45]. (3) Given the product [CH:27]1([NH:26][C:17]2[C:18]([CH3:25])=[N:19][C:20]3[C:15]([N:16]=2)=[C:14]([C:8]2[NH:7][C:6]4[C:3]5([CH2:5][CH2:4]5)[NH:2][C:11](=[O:13])[C:10]=4[CH:9]=2)[C:23]([F:24])=[CH:22][CH:21]=3)[CH2:29][CH2:28]1, predict the reactants needed to synthesize it. The reactants are: Cl.[NH2:2][C:3]1([C:6]2[NH:7][C:8]([C:14]3[C:23]([F:24])=[CH:22][CH:21]=[C:20]4[C:15]=3[N:16]=[C:17]([NH:26][CH:27]3[CH2:29][CH2:28]3)[C:18]([CH3:25])=[N:19]4)=[CH:9][C:10]=2[C:11]([OH:13])=O)[CH2:5][CH2:4]1.CCN(C(C)C)C(C)C.F[P-](F)(F)(F)(F)F.N1(O[P+](N2CCCC2)(N2CCCC2)N2CCCC2)C2C=CC=CC=2N=N1.